From a dataset of Forward reaction prediction with 1.9M reactions from USPTO patents (1976-2016). Predict the product of the given reaction. (1) The product is: [Cl:3][C:4]1[CH:5]=[C:6]([C:14]2[O:18][N:17]=[C:16]([C:19]3[C:20]([CH2:32][CH3:33])=[C:21]([CH2:25][CH2:26][C:27]([OH:29])=[O:28])[CH:22]=[CH:23][CH:24]=3)[N:15]=2)[CH:7]=[CH:8][C:9]=1[O:10][CH:11]([CH3:12])[CH3:13]. Given the reactants [OH-].[Na+].[Cl:3][C:4]1[CH:5]=[C:6]([C:14]2[O:18][N:17]=[C:16]([C:19]3[C:20]([CH2:32][CH3:33])=[C:21]([CH2:25][CH2:26][C:27]([O:29]CC)=[O:28])[CH:22]=[CH:23][CH:24]=3)[N:15]=2)[CH:7]=[CH:8][C:9]=1[O:10][CH:11]([CH3:13])[CH3:12].Cl, predict the reaction product. (2) Given the reactants [OH:1][C:2]([CH3:22])([CH3:21])[CH2:3][NH:4][C:5]([C:7]1[S:8][CH:9]=[C:10]([C:12]([N:14]2[CH2:19][CH2:18][CH2:17][CH2:16][C@@H:15]2[CH3:20])=[O:13])[N:11]=1)=[O:6].Br[C:24]1[C:25]([CH3:40])=[CH:26][C:27]([C:30]([OH:39])([C:35]([F:38])([F:37])[F:36])[C:31]([F:34])([F:33])[F:32])=[N:28][CH:29]=1, predict the reaction product. The product is: [F:38][C:35]([F:36])([F:37])[C:30]([C:27]1[N:28]=[CH:29][C:24]([C:9]2[S:8][C:7]([C:5]([NH:4][CH2:3][C:2]([OH:1])([CH3:21])[CH3:22])=[O:6])=[N:11][C:10]=2[C:12]([N:14]2[CH2:19][CH2:18][CH2:17][CH2:16][C@@H:15]2[CH3:20])=[O:13])=[C:25]([CH3:40])[CH:26]=1)([OH:39])[C:31]([F:34])([F:33])[F:32]. (3) Given the reactants [C:1]([O:5][C:6](N1CC[C@H](O)C1)=[O:7])([CH3:4])([CH3:3])[CH3:2].[Br:14][C:15]1[CH:16]=[N:17][C:18]([Cl:22])=[C:19]([OH:21])[CH:20]=1.[C:23]1(P([C:24]2[CH:23]=CC=[CH:26][CH:25]=2)[C:24]2[CH:23]=CC=[CH:26][CH:25]=2)C=C[CH:26]=[CH:25][CH:24]=1.[N:42](C(OCC)=O)=NC(OCC)=O, predict the reaction product. The product is: [C:1]([O:5][C:6]([N:17]1[C:18]([Cl:22])=[C:19]([O:21][C@@H:24]2[CH2:25][CH2:26][NH:42][CH2:23]2)[CH:20]=[C:15]([Br:14])[CH2:16]1)=[O:7])([CH3:4])([CH3:2])[CH3:3]. (4) Given the reactants [CH2:1]([NH:3][C:4]1[N:9]=[C:8]([C:10]2[CH:11]=[C:12]([C:17]([O:19]CC)=[O:18])[C:13](=[O:16])[NH:14][N:15]=2)[CH:7]=[CH:6][N:5]=1)[CH3:2].C1COCC1.O.[OH-].[Li+], predict the reaction product. The product is: [CH2:1]([NH:3][C:4]1[N:9]=[C:8]([C:10]2[CH:11]=[C:12]([C:17]([OH:19])=[O:18])[C:13](=[O:16])[NH:14][N:15]=2)[CH:7]=[CH:6][N:5]=1)[CH3:2].